This data is from Reaction yield outcomes from USPTO patents with 853,638 reactions. The task is: Predict the reaction yield, written as a fraction of the theoretical maximum amount of product (1.0 means a 100% yield; for example, 0.34 means a 34% yield). (1) The reactants are [F:1][C:2]([F:23])([F:22])[CH2:3][N:4]1[C:9](=[O:10])[C:8](Cl)=[C:7]([C:12]2[CH:17]=[CH:16][C:15]([S:18]([CH3:21])(=[O:20])=[O:19])=[CH:14][CH:13]=2)[CH:6]=[N:5]1.[Cl:24][C:25]1[CH:26]=[C:27](B(O)O)[CH:28]=[C:29]([Cl:31])[CH:30]=1.[F-].[Cs+]. The catalyst is COCCOC.O.[Pd].C1(P(C2C=CC=CC=2)C2C=CC=CC=2)C=CC=CC=1.C1(P(C2C=CC=CC=2)C2C=CC=CC=2)C=CC=CC=1.C1(P(C2C=CC=CC=2)C2C=CC=CC=2)C=CC=CC=1.C1(P(C2C=CC=CC=2)C2C=CC=CC=2)C=CC=CC=1. The product is [F:1][C:2]([F:23])([F:22])[CH2:3][N:4]1[C:9](=[O:10])[C:8]([C:27]2[CH:26]=[C:25]([Cl:24])[CH:30]=[C:29]([Cl:31])[CH:28]=2)=[C:7]([C:12]2[CH:17]=[CH:16][C:15]([S:18]([CH3:21])(=[O:20])=[O:19])=[CH:14][CH:13]=2)[CH:6]=[N:5]1. The yield is 0.580. (2) The reactants are C[O:2][C:3](=[O:27])/[CH:4]=[CH:5]/[C@@H:6]([NH:11][C:12]([C@@H:14]1[CH2:19][CH2:18][CH2:17][CH2:16][N:15]1[C:20]([O:22][C:23]([CH3:26])([CH3:25])[CH3:24])=[O:21])=[O:13])[CH2:7][CH:8]([CH3:10])[CH3:9].O.[Li+].[OH-]. The catalyst is C1COCC1.CO. The product is [CH3:26][C:23]([O:22][C:20]([N:15]1[CH2:16][CH2:17][CH2:18][CH2:19][C@H:14]1[C:12]([NH:11][C@@H:6]([CH2:7][CH:8]([CH3:10])[CH3:9])/[CH:5]=[CH:4]/[C:3]([OH:27])=[O:2])=[O:13])=[O:21])([CH3:24])[CH3:25]. The yield is 0.990.